This data is from CYP3A4 inhibition data for predicting drug metabolism from PubChem BioAssay. The task is: Regression/Classification. Given a drug SMILES string, predict its absorption, distribution, metabolism, or excretion properties. Task type varies by dataset: regression for continuous measurements (e.g., permeability, clearance, half-life) or binary classification for categorical outcomes (e.g., BBB penetration, CYP inhibition). Dataset: cyp3a4_veith. (1) The molecule is COCCn1c(=O)c(C)nc2cnc(OCc3ccccc3)nc21. The result is 1 (inhibitor). (2) The drug is O=C(CN(Cc1ccccc1Cl)C(=O)c1ccc(CN2CCOCC2)o1)NCC1CCCO1. The result is 1 (inhibitor).